Task: Regression. Given a peptide amino acid sequence and an MHC pseudo amino acid sequence, predict their binding affinity value. This is MHC class II binding data.. Dataset: Peptide-MHC class II binding affinity with 134,281 pairs from IEDB (1) The peptide sequence is TPTQLAETIDTICDQ. The binding affinity (normalized) is 0.140. The MHC is DRB1_0101 with pseudo-sequence DRB1_0101. (2) The peptide sequence is GLCAFLATRIFGRRS. The MHC is DRB1_0404 with pseudo-sequence DRB1_0404. The binding affinity (normalized) is 0.503. (3) The peptide sequence is VLAPTRVVLSEMKEA. The MHC is HLA-DQA10501-DQB10302 with pseudo-sequence HLA-DQA10501-DQB10302. The binding affinity (normalized) is 0.517. (4) The peptide sequence is RSPISNMVSMANNHM. The MHC is DRB1_0901 with pseudo-sequence DRB1_0901. The binding affinity (normalized) is 0.475. (5) The peptide sequence is DPLVLKDGAFYVGGE. The MHC is DRB1_0101 with pseudo-sequence DRB1_0101. The binding affinity (normalized) is 0.580.